Dataset: Forward reaction prediction with 1.9M reactions from USPTO patents (1976-2016). Task: Predict the product of the given reaction. (1) Given the reactants [C:1]([N:4]1[C:12]2[C:7](=[CH:8][C:9]([F:13])=[CH:10][CH:11]=2)[CH2:6][CH:5]1[C:14]#[N:15])(=[O:3])[CH3:2].[CH2:16]([OH:18])[CH3:17].[ClH:19].C(OCC)C, predict the reaction product. The product is: [ClH:19].[C:1]([N:4]1[C:12]2[C:7](=[CH:8][C:9]([F:13])=[CH:10][CH:11]=2)[CH2:6][CH:5]1[C:14](=[NH:15])[O:18][CH2:16][CH3:17])(=[O:3])[CH3:2]. (2) Given the reactants Cl.[F:2][C:3]1[CH:4]=[CH:5][C:6]([N:9]2[CH:13]=[CH:12][C:11]([CH2:14][CH2:15][NH:16][CH3:17])=[N:10]2)=[N:7][CH:8]=1.[Cl:18][C:19]1[CH:20]=[CH:21][C:22]([N:28]2[N:32]=[CH:31][CH:30]=[N:29]2)=[C:23]([CH:27]=1)[C:24]([OH:26])=O, predict the reaction product. The product is: [Cl:18][C:19]1[CH:20]=[CH:21][C:22]([N:28]2[N:32]=[CH:31][CH:30]=[N:29]2)=[C:23]([CH:27]=1)[C:24]([N:16]([CH2:15][CH2:14][C:11]1[CH:12]=[CH:13][N:9]([C:6]2[CH:5]=[CH:4][C:3]([F:2])=[CH:8][N:7]=2)[N:10]=1)[CH3:17])=[O:26]. (3) Given the reactants C([O:3][C:4]([CH:6]1[CH2:11][CH2:10][N:9]([C:12]2[CH:17]=[CH:16][CH:15]=[C:14]([C:18](=[O:41])[NH:19][C:20]3[CH:25]=[CH:24][C:23]([N:26]4[C:30]([C:31]([F:34])([F:33])[F:32])=[CH:29][C:28]([C:35]5[CH:36]=[N:37][CH:38]=[CH:39][CH:40]=5)=[N:27]4)=[CH:22][N:21]=3)[CH:13]=2)[CH2:8][CH2:7]1)=[O:5])C.O.[OH-].[Li+], predict the reaction product. The product is: [N:37]1[CH:38]=[CH:39][CH:40]=[C:35]([C:28]2[CH:29]=[C:30]([C:31]([F:32])([F:33])[F:34])[N:26]([C:23]3[CH:24]=[CH:25][C:20]([NH:19][C:18]([C:14]4[CH:13]=[C:12]([N:9]5[CH2:8][CH2:7][CH:6]([C:4]([OH:5])=[O:3])[CH2:11][CH2:10]5)[CH:17]=[CH:16][CH:15]=4)=[O:41])=[N:21][CH:22]=3)[N:27]=2)[CH:36]=1.